Dataset: Full USPTO retrosynthesis dataset with 1.9M reactions from patents (1976-2016). Task: Predict the reactants needed to synthesize the given product. (1) Given the product [Br:21][CH2:22][CH2:23][CH2:24][CH2:25][CH2:26][CH2:27][N:9]([CH2:8][C:7]1[CH:17]=[CH:18][CH:19]=[CH:20][C:6]=1[O:5][C:1]([CH3:4])([CH3:2])[CH3:3])[CH2:10][C:11]1[CH:16]=[CH:15][CH:14]=[CH:13][N:12]=1, predict the reactants needed to synthesize it. The reactants are: [C:1]([O:5][C:6]1[CH:20]=[CH:19][CH:18]=[CH:17][C:7]=1[CH2:8][NH:9][CH2:10][C:11]1[CH:16]=[CH:15][CH:14]=[CH:13][N:12]=1)([CH3:4])([CH3:3])[CH3:2].[Br:21][CH2:22][CH2:23][CH2:24][CH2:25][CH2:26][CH2:27]Br.C([O-])([O-])=O.[K+].[K+]. (2) Given the product [C:23]([O:27][C:28]([N:30]1[CH2:33][CH:32]([NH:34][C:2]2[CH:10]=[CH:9][C:8]([C:11]#[N:12])=[C:7]3[C:3]=2[CH:4]=[CH:5][NH:6]3)[CH2:31]1)=[O:29])([CH3:26])([CH3:24])[CH3:25], predict the reactants needed to synthesize it. The reactants are: Br[C:2]1[CH:10]=[CH:9][C:8]([C:11]#[N:12])=[C:7]2[C:3]=1[CH:4]=[CH:5][NH:6]2.C[Si]([N-][Si](C)(C)C)(C)C.[Li+].[C:23]([O:27][C:28]([N:30]1[CH2:33][CH:32]([NH2:34])[CH2:31]1)=[O:29])([CH3:26])([CH3:25])[CH3:24].